This data is from Full USPTO retrosynthesis dataset with 1.9M reactions from patents (1976-2016). The task is: Predict the reactants needed to synthesize the given product. Given the product [F:12][C:8]1[CH:7]=[C:6]2[C:11]([C:2]([NH:36][C:32]3[CH:33]=[N:34][CH:35]=[C:30]([N:27]4[CH2:28][CH2:29][O:24][CH2:25][CH2:26]4)[CH:31]=3)=[C:3]([CH3:23])[C:4]([C:13]3[CH:18]=[C:17]([N+:19]([O-:21])=[O:20])[CH:16]=[CH:15][C:14]=3[F:22])=[N:5]2)=[CH:10][CH:9]=1, predict the reactants needed to synthesize it. The reactants are: Cl[C:2]1[C:11]2[C:6](=[CH:7][C:8]([F:12])=[CH:9][CH:10]=2)[N:5]=[C:4]([C:13]2[CH:18]=[C:17]([N+:19]([O-:21])=[O:20])[CH:16]=[CH:15][C:14]=2[F:22])[C:3]=1[CH3:23].[O:24]1[CH2:29][CH2:28][N:27]([C:30]2[CH:31]=[C:32]([NH2:36])[CH:33]=[N:34][CH:35]=2)[CH2:26][CH2:25]1.